The task is: Predict the reaction yield, written as a fraction of the theoretical maximum amount of product (1.0 means a 100% yield; for example, 0.34 means a 34% yield).. This data is from Reaction yield outcomes from USPTO patents with 853,638 reactions. (1) The yield is 0.960. No catalyst specified. The product is [CH3:32][O:29][C:28](=[O:30])[CH2:27][N:26]([CH2:25][C:22]1[CH:21]=[CH:20][C:19]([C:16]2[CH:17]=[CH:18][C:13]([CH2:12][N:8]([C:5]3[CH:4]=[CH:3][C:2]([F:1])=[CH:7][CH:6]=3)[CH:9]([CH3:10])[CH3:11])=[CH:14][CH:15]=2)=[CH:24][CH:23]=1)[CH3:31]. The reactants are [F:1][C:2]1[CH:7]=[CH:6][C:5]([N:8]([CH2:12][C:13]2[CH:18]=[CH:17][C:16]([C:19]3[CH:24]=[CH:23][C:22]([CH2:25][N:26]([CH3:31])[CH2:27][C:28]([OH:30])=[O:29])=[CH:21][CH:20]=3)=[CH:15][CH:14]=2)[CH:9]([CH3:11])[CH3:10])=[CH:4][CH:3]=1.[CH:32](=O)C1C=CC=CC=1. (2) The reactants are S(=O)(=O)(O)O.[Cl:6][CH2:7][C:8](=O)[CH2:9][C:10]([O:12][CH2:13][CH3:14])=[O:11].[F:16][C:17]1[C:23]([OH:24])=[C:22]([F:25])C=C[C:18]=1O. No catalyst specified. The product is [Cl:6][CH2:7][C:8]1[C:14]2[C:13](=[C:22]([F:25])[C:23]([OH:24])=[C:17]([F:16])[CH:18]=2)[O:12][C:10](=[O:11])[CH:9]=1. The yield is 0.240. (3) The reactants are C1(P(C2CCCCC2)C2C=CC=CC=2C2C(OC)=CC=CC=2OC)CCCCC1.C(=O)([O-])[O-].[K+].[K+].[OH:36][C:37]1[CH:38]=[CH:39][C:40](B2OC(C)(C)C(C)(C)O2)=[C:41]([CH:44]=1)[CH:42]=[O:43].[F:54][C:55]1[CH:56]=[CH:57][C:58]2[N:59]([CH:61]=[C:62]([C:64]([NH:66][C@H:67]3[CH2:72][CH2:71][C@@H:70]([N:73]4[C:78](=[O:79])[C:77]5[CH:80]=[C:81]([F:84])[CH:82]=[N:83][C:76]=5[N:75]([C:85]5[CH:90]=[CH:89][CH:88]=[C:87](I)[CH:86]=5)[C:74]4=[O:92])[CH2:69][CH2:68]3)=[O:65])[N:63]=2)[CH:60]=1. The catalyst is C(#N)C.O.C(OCC)(=O)C.C([O-])(=O)C.[Pd+2].C([O-])(=O)C. The product is [F:54][C:55]1[CH:56]=[CH:57][C:58]2[N:59]([CH:61]=[C:62]([C:64]([NH:66][C@H:67]3[CH2:72][CH2:71][C@@H:70]([N:73]4[C:78](=[O:79])[C:77]5[CH:80]=[C:81]([F:84])[CH:82]=[N:83][C:76]=5[N:75]([C:85]5[CH:90]=[C:89]([C:40]6[CH:39]=[CH:38][C:37]([OH:36])=[CH:44][C:41]=6[CH:42]=[O:43])[CH:88]=[CH:87][CH:86]=5)[C:74]4=[O:92])[CH2:69][CH2:68]3)=[O:65])[N:63]=2)[CH:60]=1. The yield is 0.400. (4) The reactants are [H-].[Na+].[Br:3][C:4]1[CH:9]=[CH:8][C:7]([CH2:10][CH2:11][OH:12])=[C:6]([CH3:13])[CH:5]=1.[C:14]([C:16]1[CH:17]=[C:18]([NH:27][C:28](=O)[O:29]C2C=CC=CC=2)[CH:19]=[CH:20][C:21]=1[S:22]([CH2:25][CH3:26])(=[O:24])=[O:23])#[N:15]. The catalyst is C1COCC1. The product is [C:14]([C:16]1[CH:17]=[C:18]([NH:27][C:28](=[O:29])[O:12][CH2:11][CH2:10][C:7]2[CH:8]=[CH:9][C:4]([Br:3])=[CH:5][C:6]=2[CH3:13])[CH:19]=[CH:20][C:21]=1[S:22]([CH2:25][CH3:26])(=[O:24])=[O:23])#[N:15]. The yield is 0.720.